Regression. Given a peptide amino acid sequence and an MHC pseudo amino acid sequence, predict their binding affinity value. This is MHC class II binding data. From a dataset of Peptide-MHC class II binding affinity with 134,281 pairs from IEDB. The peptide sequence is AYHFKDPQYPVWELT. The MHC is DRB1_1101 with pseudo-sequence DRB1_1101. The binding affinity (normalized) is 0.203.